Dataset: Forward reaction prediction with 1.9M reactions from USPTO patents (1976-2016). Task: Predict the product of the given reaction. The product is: [CH:19]1([CH2:20][CH2:21][N:16]2[C:2]3[CH:7]=[C:22](/[CH:23]=[C:12]4/[C:13](=[O:15])[N:14]=[C:10]([NH:9][C:3]5[C:2]([F:1])=[CH:7][CH:6]=[CH:5][C:4]=5[F:8])[S:11]/4)[CH:5]=[CH:4][C:3]=3[N:9]=[CH:10]2)[CH2:17][CH2:18]1. Given the reactants [F:1][C:2]1[CH:7]=[CH:6][CH:5]=[C:4]([F:8])[C:3]=1[NH:9][C:10]1[S:11][CH2:12][C:13](=[O:15])[N:14]=1.[NH:16]1[CH2:21][CH2:20][CH2:19][CH2:18][CH2:17]1.[CH2:22](O)[CH3:23], predict the reaction product.